This data is from Reaction yield outcomes from USPTO patents with 853,638 reactions. The task is: Predict the reaction yield, written as a fraction of the theoretical maximum amount of product (1.0 means a 100% yield; for example, 0.34 means a 34% yield). (1) The reactants are [Li+].C[Si]([N-][Si](C)(C)C)(C)C.[Si:11]([O:18][C:19]1([CH3:36])[C:24](=[O:25])[CH2:23][CH:22]([C:26]2[CH:31]=[CH:30][N:29]=[CH:28][C:27]=2[N+:32]([O-:34])=[O:33])[O:21][CH:20]1[CH3:35])([C:14]([CH3:17])([CH3:16])[CH3:15])([CH3:13])[CH3:12].[C:37]1([Se:43]Br)[CH:42]=[CH:41][CH:40]=[CH:39][CH:38]=1.O. The catalyst is C1COCC1. The product is [Si:11]([O:18][C:19]1([CH3:36])[C:24](=[O:25])[CH:23]([Se:43][C:37]2[CH:42]=[CH:41][CH:40]=[CH:39][CH:38]=2)[CH:22]([C:26]2[CH:31]=[CH:30][N:29]=[CH:28][C:27]=2[N+:32]([O-:34])=[O:33])[O:21][CH:20]1[CH3:35])([C:14]([CH3:17])([CH3:15])[CH3:16])([CH3:13])[CH3:12]. The yield is 0.240. (2) The reactants are [Br:1][C:2]1[CH:9]=[C:8](I)[C:5]([CH:6]=[O:7])=[CH:4][N:3]=1.[C:11](=[O:18])([O:13][C:14]([CH3:17])([CH3:16])[CH3:15])[NH2:12].C1(P(C2C=CC=CC=2)C2C3OC4C(=CC=CC=4P(C4C=CC=CC=4)C4C=CC=CC=4)C(C)(C)C=3C=CC=2)C=CC=CC=1.C(=O)([O-])[O-].[Cs+].[Cs+]. The catalyst is O1CCOCC1.C(OCC)(=O)C.C([O-])(=O)C.[Pd+2].C([O-])(=O)C. The product is [Br:1][C:2]1[CH:9]=[C:8]([NH:12][C:11](=[O:18])[O:13][C:14]([CH3:17])([CH3:16])[CH3:15])[C:5]([CH:6]=[O:7])=[CH:4][N:3]=1. The yield is 0.400. (3) The reactants are [NH2:1][C:2]1[CH:7]=[CH:6][C:5]([F:8])=[CH:4][C:3]=1[OH:9].[Cl:10][CH2:11][C:12](Cl)=[O:13].[OH-].[Na+]. The catalyst is ClCCl. The product is [Cl:10][CH2:11][C:12]([NH:1][C:2]1[CH:7]=[CH:6][C:5]([F:8])=[CH:4][C:3]=1[OH:9])=[O:13]. The yield is 0.350.